From a dataset of Reaction yield outcomes from USPTO patents with 853,638 reactions. Predict the reaction yield, written as a fraction of the theoretical maximum amount of product (1.0 means a 100% yield; for example, 0.34 means a 34% yield). (1) The reactants are [C:1]([O:5][C:6](=[O:32])[NH:7][CH:8]1[CH2:13][CH2:12][N:11]([C:14](=O)[CH:15]([C:23]2[CH:28]=[CH:27][C:26]([Cl:29])=[C:25]([Cl:30])[CH:24]=2)[C:16]2([OH:22])[CH2:21][CH2:20][CH2:19][CH2:18][CH2:17]2)[CH2:10][CH2:9]1)([CH3:4])([CH3:3])[CH3:2].B. The catalyst is O1CCCC1. The product is [C:1]([O:5][C:6](=[O:32])[NH:7][CH:8]1[CH2:9][CH2:10][N:11]([CH2:14][CH:15]([C:23]2[CH:28]=[CH:27][C:26]([Cl:29])=[C:25]([Cl:30])[CH:24]=2)[C:16]2([OH:22])[CH2:21][CH2:20][CH2:19][CH2:18][CH2:17]2)[CH2:12][CH2:13]1)([CH3:4])([CH3:2])[CH3:3]. The yield is 0.530. (2) The reactants are [NH2:1][C:2]1[N:3]=[CH:4][C:5]2[CH2:11][N:10]([CH:12]3[C:17](=[O:18])[N:16]([C:19]4[CH:24]=[CH:23][C:22]([NH:25]C(=O)OC(C)(C)C)=[CH:21][CH:20]=4)[CH2:15][CH:14]=[C:13]3[CH3:33])[CH2:9][CH2:8][C:6]=2[N:7]=1.C(O)(C(F)(F)F)=O.C([O-])(O)=O.[Na+]. The catalyst is CO.C1COCC1. The product is [NH2:1][C:2]1[N:3]=[CH:4][C:5]2[CH2:11][N:10]([C:12]3[C:17](=[O:18])[N:16]([C:19]4[CH:20]=[CH:21][C:22]([NH2:25])=[CH:23][CH:24]=4)[CH:15]=[CH:14][C:13]=3[CH3:33])[CH2:9][CH2:8][C:6]=2[N:7]=1. The yield is 0.880. (3) The reactants are [C:1]([O:5][C@@H:6]([C:11]1[C:40]([CH3:41])=[C:39](Br)[C:38]2=[N:43][C:35]3=[C:36](Br)[N:37]2[C:12]=1[N:13]1[CH2:50][CH2:49][C:16]([CH3:51])([O:17][CH2:18][CH2:19][CH2:20][CH2:21][C@H:22]([CH3:48])[O:23][C:24]2[CH:25]=[C:26]([CH3:47])[C:27]([F:46])=[CH:28][C:29]=2[C:30]2[CH:45]=[C:34]3[CH:33]=[CH:32][CH:31]=2)[CH2:15][CH2:14]1)[C:7]([O:9]C)=[O:8])([CH3:4])([CH3:3])[CH3:2].[CH3:52]B(O)O.COC1C=CC=C(OC)C=1C1C=CC=CC=1P(C1CCCCC1)C1CCCCC1.C([O-])([O-])=O.[Cs+].[Cs+].O[Li].O. The catalyst is CN(C=O)C.O.CC([O-])=O.CC([O-])=O.[Pd+2].[Pd]. The product is [C:1]([O:5][C@@H:6]([C:11]1[C:40]([CH3:41])=[C:39]([CH3:52])[C:38]2=[N:43][C:35]3=[CH:36][N:37]2[C:12]=1[N:13]1[CH2:50][CH2:49][C:16]([CH3:51])([O:17][CH2:18][CH2:19][CH2:20][CH2:21][C@H:22]([CH3:48])[O:23][C:24]2[CH:25]=[C:26]([CH3:47])[C:27]([F:46])=[CH:28][C:29]=2[C:30]2[CH:45]=[C:34]3[CH:33]=[CH:32][CH:31]=2)[CH2:15][CH2:14]1)[C:7]([OH:9])=[O:8])([CH3:2])([CH3:3])[CH3:4]. The yield is 0.240. (4) The catalyst is CO.O.[Fe]. The product is [S:11]1[C:12]2[CH:17]=[CH:16][N:15]=[CH:14][C:13]=2[N:18]=[C:10]1[C:5]1[CH:6]=[CH:7][CH:8]=[CH:9][C:4]=1[NH2:1]. The reactants are [N+:1]([C:4]1[CH:9]=[CH:8][CH:7]=[CH:6][C:5]=1[C:10]1[S:11][C:12]2[CH:17]=[CH:16][N:15]=[CH:14][C:13]=2[N:18]=1)([O-])=O.[NH4+].[Cl-]. The yield is 0.730. (5) The reactants are [C:1]([O:5][C@@H:6]([C:11]1[C:12]([CH3:42])=[N:13][C:14]2[N:15]([N:29]=[C:30]([C:32]3[CH:41]=[CH:40][C:39]4[CH2:38][CH2:37][CH2:36][CH2:35][C:34]=4[CH:33]=3)[CH:31]=2)[C:16]=1[C:17]1[C:18]([CH3:28])=[C:19]2[C:24](=[C:25]([F:27])[CH:26]=1)[O:23][CH2:22][CH2:21][CH2:20]2)[C:7]([O:9]C)=[O:8])([CH3:4])([CH3:3])[CH3:2].[OH-].[Na+]. The catalyst is CO. The product is [C:1]([O:5][C@@H:6]([C:11]1[C:12]([CH3:42])=[N:13][C:14]2[N:15]([N:29]=[C:30]([C:32]3[CH:41]=[CH:40][C:39]4[CH2:38][CH2:37][CH2:36][CH2:35][C:34]=4[CH:33]=3)[CH:31]=2)[C:16]=1[C:17]1[C:18]([CH3:28])=[C:19]2[C:24](=[C:25]([F:27])[CH:26]=1)[O:23][CH2:22][CH2:21][CH2:20]2)[C:7]([OH:9])=[O:8])([CH3:4])([CH3:3])[CH3:2]. The yield is 0.531.